This data is from Forward reaction prediction with 1.9M reactions from USPTO patents (1976-2016). The task is: Predict the product of the given reaction. (1) Given the reactants [P:1]([O:38]CC1C=CC=CC=1)([O:30]CC1C=CC=CC=1)([O:3][C:4]1[CH:9]=[C:8]([CH2:10][S:11]([CH:14]=[CH:15][C:16]2[C:21]([O:22][CH3:23])=[CH:20][C:19]([O:24][CH3:25])=[CH:18][C:17]=2[O:26][CH3:27])(=[O:13])=[O:12])[CH:7]=[CH:6][C:5]=1[O:28][CH3:29])=[O:2].Br[Si](C)(C)C.[Na].S([O-])([O-])(=O)=S.[Na+].[Na+], predict the reaction product. The product is: [P:1]([OH:38])([OH:30])([O:3][C:4]1[CH:9]=[C:8]([CH2:10][S:11](/[CH:14]=[CH:15]/[C:16]2[C:17]([O:26][CH3:27])=[CH:18][C:19]([O:24][CH3:25])=[CH:20][C:21]=2[O:22][CH3:23])(=[O:13])=[O:12])[CH:7]=[CH:6][C:5]=1[O:28][CH3:29])=[O:2]. (2) Given the reactants [CH2:1]([C:5]1([CH:9]([OH:12])[C:10]#[CH:11])[CH2:8][CH2:7][CH2:6]1)[CH2:2][CH2:3][CH3:4].N1C=CN=C1.[Si:18](Cl)([C:21]([CH3:24])([CH3:23])[CH3:22])([CH3:20])[CH3:19], predict the reaction product. The product is: [C:21]([Si:18]([CH3:20])([CH3:19])[O:12][CH:9]([C:5]1([CH2:1][CH2:2][CH2:3][CH3:4])[CH2:8][CH2:7][CH2:6]1)[C:10]#[CH:11])([CH3:24])([CH3:23])[CH3:22]. (3) Given the reactants [Cl:1][C:2]1[N:7]=[N:6][C:5]([NH2:8])=[CH:4][C:3]=1[CH2:9][CH3:10].ClC1C(CC)=C(N)N=NC=1.C([O-])(O)=O.[Na+].[Br:26]Br, predict the reaction product. The product is: [Br:26][C:4]1[C:3]([CH2:9][CH3:10])=[C:2]([Cl:1])[N:7]=[N:6][C:5]=1[NH2:8].